Dataset: Full USPTO retrosynthesis dataset with 1.9M reactions from patents (1976-2016). Task: Predict the reactants needed to synthesize the given product. (1) Given the product [CH2:29]([O:28][C:27](=[O:36])[N:26]([C@@H:15]([C:16]1[CH:21]=[CH:20][CH:19]=[C:18]([C:22]2[N:25]=[C:39]([C:41]([F:44])([F:43])[F:42])[O:24][N:23]=2)[CH:17]=1)[CH2:14][N:11]1[CH2:12][CH2:13][C@H:9]([O:8][Si:1]([C:4]([CH3:7])([CH3:6])[CH3:5])([CH3:2])[CH3:3])[CH2:10]1)[CH3:37])[C:30]1[CH:31]=[CH:32][CH:33]=[CH:34][CH:35]=1, predict the reactants needed to synthesize it. The reactants are: [Si:1]([O:8][C@H:9]1[CH2:13][CH2:12][N:11]([CH2:14][C@@H:15]([N:26]([CH3:37])[C:27](=[O:36])[O:28][CH2:29][C:30]2[CH:35]=[CH:34][CH:33]=[CH:32][CH:31]=2)[C:16]2[CH:21]=[CH:20][CH:19]=[C:18]([C:22](=[NH:25])[NH:23][OH:24])[CH:17]=2)[CH2:10]1)([C:4]([CH3:7])([CH3:6])[CH3:5])([CH3:3])[CH3:2].O([C:39]([C:41]([F:44])([F:43])[F:42])=O)[C:39]([C:41]([F:44])([F:43])[F:42])=O. (2) Given the product [Cl:17][C:16]1[C:11]([NH:9][C:4]2[CH:5]=[CH:6][CH:7]=[CH:8][C:3]=2[O:2][CH3:1])=[N:12][CH:13]=[C:14]([C:18]([F:20])([F:19])[F:21])[CH:15]=1, predict the reactants needed to synthesize it. The reactants are: [CH3:1][O:2][C:3]1[C:4]([NH2:9])=[CH:5][CH:6]=[CH:7][CH:8]=1.Cl[C:11]1[C:16]([Cl:17])=[CH:15][C:14]([C:18]([F:21])([F:20])[F:19])=[CH:13][N:12]=1.C(=O)([O-])[O-].[Cs+].[Cs+]. (3) The reactants are: Cl[C:2]1[C:3]([C:8]2[C:9]([F:15])=[C:10]([NH2:14])[CH:11]=[CH:12][CH:13]=2)=[N:4][CH:5]=[CH:6][CH:7]=1.Br[C:17]1C(C)=CC=CN=1. Given the product [F:15][C:9]1[C:8]([C:3]2[C:2]([CH3:17])=[CH:7][CH:6]=[CH:5][N:4]=2)=[CH:13][CH:12]=[CH:11][C:10]=1[NH2:14], predict the reactants needed to synthesize it.